From a dataset of Reaction yield outcomes from USPTO patents with 853,638 reactions. Predict the reaction yield, written as a fraction of the theoretical maximum amount of product (1.0 means a 100% yield; for example, 0.34 means a 34% yield). (1) The reactants are [CH:1]1([C:4]2[CH:9]=[CH:8][C:7]([OH:10])=[CH:6][CH:5]=2)[CH2:3][CH2:2]1.[I-].[K+].C(=O)([O-])[O-].[Na+].[Na+].Br[CH2:20][C:21]([O:23][CH3:24])=[O:22]. The catalyst is CC(C)=O. The product is [CH3:24][O:23][C:21](=[O:22])[CH2:20][O:10][C:7]1[CH:8]=[CH:9][C:4]([CH:1]2[CH2:3][CH2:2]2)=[CH:5][CH:6]=1. The yield is 0.840. (2) The reactants are [CH3:1][O:2][C:3]([C:5]1[CH:6]=[CH:7][C:8]2[O:12][C:11]([C:13]([CH2:17][CH3:18])(O)[CH2:14][CH3:15])=[CH:10][C:9]=2[CH:19]=1)=[O:4].[C:20]1([CH3:27])[C:25]([OH:26])=[CH:24][CH:23]=CC=1.B(F)(F)F.[CH3:32][CH2:33]OCC. The yield is 0.910. The product is [CH3:1][O:2][C:3]([C:5]1[CH:6]=[CH:7][C:8]2[O:12][C:11]([C:13]([CH2:32][CH3:33])([C:17]3[CH:23]=[CH:24][C:25]([OH:26])=[C:20]([CH3:27])[CH:18]=3)[CH2:14][CH3:15])=[CH:10][C:9]=2[CH:19]=1)=[O:4]. The catalyst is C(Cl)Cl. (3) The reactants are [CH3:1][O:2][C:3]([C@H:5]1[CH2:10][N:9]([S:11]([C:14]2[CH:22]=[C:21]3[C:17]([C:18]([Cl:32])=[CH:19][N:20]3S(C3C=CC=CC=3)(=O)=O)=[CH:16][CH:15]=2)(=[O:13])=[O:12])[CH2:8][C:7](=[O:33])[N:6]1[CH2:34][CH:35]1[CH2:40][CH2:39][N:38]([C:41]2[CH:46]=[CH:45][C:44](=[O:47])[N:43]([CH3:48])[N:42]=2)[CH2:37][CH2:36]1)=[O:4].[F-].C([N+](CCCC)(CCCC)CCCC)CCC. The catalyst is O1CCCC1. The product is [CH3:1][O:2][C:3]([C@H:5]1[CH2:10][N:9]([S:11]([C:14]2[CH:22]=[C:21]3[C:17]([C:18]([Cl:32])=[CH:19][NH:20]3)=[CH:16][CH:15]=2)(=[O:12])=[O:13])[CH2:8][C:7](=[O:33])[N:6]1[CH2:34][CH:35]1[CH2:36][CH2:37][N:38]([C:41]2[CH:46]=[CH:45][C:44](=[O:47])[N:43]([CH3:48])[N:42]=2)[CH2:39][CH2:40]1)=[O:4]. The yield is 0.510. (4) The reactants are [NH:1]1[CH2:4][CH:3]([O:5][C:6]2[CH:11]=[CH:10][C:9]([N:12]3[CH2:17][CH2:16][C:15]4[N:18]=[C:19]([C:21]5[CH:26]=[CH:25][C:24]([Cl:27])=[CH:23][CH:22]=5)[S:20][C:14]=4[C:13]3=[O:28])=[CH:8][C:7]=2[O:29][CH3:30])[CH2:2]1.[CH3:31][C:32]([CH3:34])=O.C(O[BH-](OC(=O)C)OC(=O)C)(=O)C.[Na+].[OH-].[Na+]. The catalyst is ClCCCl. The product is [ClH:27].[Cl:27][C:24]1[CH:23]=[CH:22][C:21]([C:19]2[S:20][C:14]3[C:13](=[O:28])[N:12]([C:9]4[CH:10]=[CH:11][C:6]([O:5][CH:3]5[CH2:4][N:1]([CH:32]([CH3:34])[CH3:31])[CH2:2]5)=[C:7]([O:29][CH3:30])[CH:8]=4)[CH2:17][CH2:16][C:15]=3[N:18]=2)=[CH:26][CH:25]=1. The yield is 0.530. (5) The reactants are [CH2:1]([N:5]1[C:13]2[N:12]=[CH:11][NH:10][C:9]=2[C:8](=[O:14])[N:7]2[C:15]([CH2:18]Cl)=[N:16][N:17]=[C:6]12)[CH2:2][CH2:3][CH3:4].[CH3:20][OH:21]. The catalyst is C[O-].[Na+].O. The product is [CH2:1]([N:5]1[C:13]2[N:12]=[CH:11][NH:10][C:9]=2[C:8](=[O:14])[N:7]2[C:15]([CH2:18][O:21][CH3:20])=[N:16][N:17]=[C:6]12)[CH2:2][CH2:3][CH3:4]. The yield is 0.174. (6) The reactants are C(=O)([O-])[O-].[Cs+].[Cs+].I[C:8]1[CH:13]=[CH:12][C:11]([CH3:14])=[CH:10][CH:9]=1.[CH3:15][O:16][C:17]1[CH:22]=[CH:21][C:20]([OH:23])=[CH:19][CH:18]=1. The catalyst is O1CCOCC1.Cl.CN(C)CC(O)=O. The product is [CH3:15][O:16][C:17]1[CH:22]=[CH:21][C:20]([O:23][C:8]2[CH:13]=[CH:12][C:11]([CH3:14])=[CH:10][CH:9]=2)=[CH:19][CH:18]=1. The yield is 1.00. (7) The reactants are [Cl:1][C:2]1[CH:24]=[C:23]([C:25]([NH:27][CH2:28][C:29]2[CH:34]=[CH:33][CH:32]=[C:31]([OH:35])[CH:30]=2)=[O:26])[CH:22]=[C:21]([CH3:36])[C:3]=1[C:4]([NH:6][C@H:7]([C:17]([O:19]C)=[O:18])[CH2:8][NH:9][C:10]([C:12]1[S:13][CH:14]=[CH:15][CH:16]=1)=[O:11])=[O:5].[OH-].[Na+]. The catalyst is CO.O. The product is [Cl:1][C:2]1[CH:24]=[C:23]([C:25]([NH:27][CH2:28][C:29]2[CH:34]=[CH:33][CH:32]=[C:31]([OH:35])[CH:30]=2)=[O:26])[CH:22]=[C:21]([CH3:36])[C:3]=1[C:4]([NH:6][C@H:7]([C:17]([OH:19])=[O:18])[CH2:8][NH:9][C:10]([C:12]1[S:13][CH:14]=[CH:15][CH:16]=1)=[O:11])=[O:5]. The yield is 0.750.